Dataset: NCI-60 drug combinations with 297,098 pairs across 59 cell lines. Task: Regression. Given two drug SMILES strings and cell line genomic features, predict the synergy score measuring deviation from expected non-interaction effect. (1) Drug 1: C1CC(C1)(C(=O)O)C(=O)O.[NH2-].[NH2-].[Pt+2]. Drug 2: C#CCC(CC1=CN=C2C(=N1)C(=NC(=N2)N)N)C3=CC=C(C=C3)C(=O)NC(CCC(=O)O)C(=O)O. Cell line: SF-295. Synergy scores: CSS=39.3, Synergy_ZIP=1.64, Synergy_Bliss=-0.0194, Synergy_Loewe=-7.23, Synergy_HSA=-0.977. (2) Drug 1: COC1=NC(=NC2=C1N=CN2C3C(C(C(O3)CO)O)O)N. Drug 2: C1=CC=C(C(=C1)C(C2=CC=C(C=C2)Cl)C(Cl)Cl)Cl. Synergy scores: CSS=42.0, Synergy_ZIP=6.39, Synergy_Bliss=6.08, Synergy_Loewe=-5.90, Synergy_HSA=8.11. Cell line: OVCAR3. (3) Drug 1: C1CN(CCN1C(=O)CCBr)C(=O)CCBr. Drug 2: C1C(C(OC1N2C=NC3=C2NC=NCC3O)CO)O. Cell line: HOP-92. Synergy scores: CSS=10.5, Synergy_ZIP=0.0676, Synergy_Bliss=-2.76, Synergy_Loewe=-0.602, Synergy_HSA=-3.66. (4) Drug 1: CC1C(C(CC(O1)OC2CC(CC3=C2C(=C4C(=C3O)C(=O)C5=C(C4=O)C(=CC=C5)OC)O)(C(=O)C)O)N)O.Cl. Drug 2: CCC1(CC2CC(C3=C(CCN(C2)C1)C4=CC=CC=C4N3)(C5=C(C=C6C(=C5)C78CCN9C7C(C=CC9)(C(C(C8N6C=O)(C(=O)OC)O)OC(=O)C)CC)OC)C(=O)OC)O.OS(=O)(=O)O. Cell line: U251. Synergy scores: CSS=30.1, Synergy_ZIP=8.58, Synergy_Bliss=8.83, Synergy_Loewe=8.14, Synergy_HSA=10.3. (5) Drug 1: CC1CCC2CC(C(=CC=CC=CC(CC(C(=O)C(C(C(=CC(C(=O)CC(OC(=O)C3CCCCN3C(=O)C(=O)C1(O2)O)C(C)CC4CCC(C(C4)OC)O)C)C)O)OC)C)C)C)OC. Drug 2: CC1C(C(CC(O1)OC2CC(CC3=C2C(=C4C(=C3O)C(=O)C5=CC=CC=C5C4=O)O)(C(=O)C)O)N)O. Cell line: KM12. Synergy scores: CSS=41.6, Synergy_ZIP=7.66, Synergy_Bliss=6.47, Synergy_Loewe=8.88, Synergy_HSA=8.70.